From a dataset of Full USPTO retrosynthesis dataset with 1.9M reactions from patents (1976-2016). Predict the reactants needed to synthesize the given product. (1) The reactants are: Br[C:2]1[CH:3]=[CH:4][C:5]2[O:9][CH2:8][CH2:7][C:6]=2[CH:10]=1.[C:11]([C:13]1[CH:18]=[CH:17][C:16](B(O)O)=[CH:15][CH:14]=1)#[N:12]. Given the product [O:9]1[C:5]2[CH:4]=[CH:3][C:2]([C:16]3[CH:17]=[CH:18][C:13]([C:11]#[N:12])=[CH:14][CH:15]=3)=[CH:10][C:6]=2[CH2:7][CH2:8]1, predict the reactants needed to synthesize it. (2) Given the product [CH:6]1([CH2:5][CH:4]([C:11]2[CH:12]=[CH:13][C:14]([N:17]3[CH2:22][CH2:21][O:20][CH2:19][CH2:18]3)=[CH:15][CH:16]=2)[C:3]([OH:23])=[O:2])[CH2:10][CH2:9][CH2:8][CH2:7]1, predict the reactants needed to synthesize it. The reactants are: C[O:2][C:3](=[O:23])[CH:4]([C:11]1[CH:16]=[CH:15][C:14]([N:17]2[CH2:22][CH2:21][O:20][CH2:19][CH2:18]2)=[CH:13][CH:12]=1)[CH2:5][CH:6]1[CH2:10][CH2:9][CH2:8][CH2:7]1.[OH-].[Li+]. (3) Given the product [C:23]1([NH:22][C:21]([C:13]2[C:14]([C:15]3[CH:16]=[CH:17][CH:18]=[CH:19][CH:20]=3)=[C:10]([C:7]3[CH:6]=[CH:5][C:4]([F:3])=[CH:9][CH:8]=3)[N:11]([CH2:33][CH2:34][C@@H:35]3[CH2:36][CH:37]=[CH:38][C:39](=[O:41])[O:44]3)[C:12]=2[CH:30]([CH3:32])[CH3:31])=[O:29])[CH:24]=[CH:25][CH:26]=[CH:27][CH:28]=1, predict the reactants needed to synthesize it. The reactants are: [OH-].[K+].[F:3][C:4]1[CH:9]=[CH:8][C:7]([C:10]2[N:11]([CH2:33][CH2:34][C@@H:35]([OH:44])[CH2:36][CH:37](O)[CH2:38][C:39]([O:41]C)=O)[C:12]([CH:30]([CH3:32])[CH3:31])=[C:13]([C:21](=[O:29])[NH:22][C:23]3[CH:28]=[CH:27][CH:26]=[CH:25][CH:24]=3)[C:14]=2[C:15]2[CH:20]=[CH:19][CH:18]=[CH:17][CH:16]=2)=[CH:6][CH:5]=1.CCN(CC)CC.CC(OC(C)=O)=O.Cl. (4) Given the product [CH2:9]([NH:11][C@H:12]([CH2:15][CH2:16][CH2:17][CH2:18][CH2:19][CH2:20][CH2:21][CH2:22][CH3:23])[C:13]#[C:14][C:25]#[C:26][C@@H:27]([OH:30])[CH:28]=[CH2:29])[CH3:10], predict the reactants needed to synthesize it. The reactants are: C(N)CCC.NO.Cl.[CH2:9]([NH:11][C@H:12]([CH2:15][CH2:16][CH2:17][CH2:18][CH2:19][CH2:20][CH2:21][CH2:22][CH3:23])[C:13]#[CH:14])[CH3:10].Br[C:25]#[C:26][C@@H:27]([OH:30])[CH:28]=[CH2:29]. (5) The reactants are: [CH:1]1([N:5]2[CH2:11][CH2:10][C:9]3[S:12][C:13]([CH:15]4[CH2:19][CH2:18][NH:17][CH2:16]4)=[N:14][C:8]=3[CH2:7][CH2:6]2)[CH2:4][CH2:3][CH2:2]1.Br[C:21]1[CH:22]=[CH:23][C:24]([CH3:27])=[N:25][CH:26]=1.CC(C)([O-])C.[Na+].C1(C2C3C(=CC=CC=3)C=CC=2P(C2C=CC=CC=2)C2C=CC=CC=2)C2C(=CC=CC=2)C=CC=1P(C1C=CC=CC=1)C1C=CC=CC=1. Given the product [CH:1]1([N:5]2[CH2:11][CH2:10][C:9]3[S:12][C:13]([CH:15]4[CH2:19][CH2:18][N:17]([C:21]5[CH:26]=[N:25][C:24]([CH3:27])=[CH:23][CH:22]=5)[CH2:16]4)=[N:14][C:8]=3[CH2:7][CH2:6]2)[CH2:2][CH2:3][CH2:4]1, predict the reactants needed to synthesize it. (6) The reactants are: Cl.Cl.[CH2:3]([O:5][C:6](=[O:12])[CH2:7][NH:8][CH2:9][CH2:10][NH2:11])[CH3:4].[C:13]([C:21]1[S:25][C:24]([S:26](Cl)(=[O:28])=[O:27])=[N:23][C:22]=1[C:30]1[CH:35]=[CH:34][CH:33]=[CH:32][CH:31]=1)(=[O:20])[C:14]1[CH:19]=[CH:18][CH:17]=[CH:16][CH:15]=1. Given the product [CH2:3]([O:5][C:6](=[O:12])[CH2:7][NH:8][CH2:9][CH2:10][NH:11][S:26]([C:24]1[S:25][C:21]([C:13](=[O:20])[C:14]2[CH:15]=[CH:16][CH:17]=[CH:18][CH:19]=2)=[C:22]([C:30]2[CH:35]=[CH:34][CH:33]=[CH:32][CH:31]=2)[N:23]=1)(=[O:27])=[O:28])[CH3:4], predict the reactants needed to synthesize it. (7) Given the product [BrH:24].[C:1]([O:4][C@H:5]1[C@@H:10]([O:11][C:12](=[O:14])[CH3:13])[C@H:9]([O:15][C:16](=[O:18])[CH3:17])[C@@H:8]([CH2:19][O:20][C:21](=[O:23])[CH3:22])[O:7][C@@H:6]1[S:27][C:26](=[NH:25])[NH2:28])(=[O:3])[CH3:2], predict the reactants needed to synthesize it. The reactants are: [C:1]([O:4][C@H:5]1[C@@H:10]([O:11][C:12](=[O:14])[CH3:13])[C@H:9]([O:15][C:16](=[O:18])[CH3:17])[C@@H:8]([CH2:19][O:20][C:21](=[O:23])[CH3:22])[O:7][C@@H:6]1[Br:24])(=[O:3])[CH3:2].[NH2:25][C:26]([NH2:28])=[S:27]. (8) Given the product [F:8][C:9]1[C:10]([C:23]2[CH2:24][CH2:25][N:26]([CH3:29])[CH2:27][CH:28]=2)=[C:11]([NH2:15])[CH:12]=[N:13][CH:14]=1, predict the reactants needed to synthesize it. The reactants are: C(O)(C(F)(F)F)=O.[F:8][C:9]1[C:10]([C:23]2[CH2:24][CH2:25][N:26]([CH3:29])[CH2:27][CH:28]=2)=[C:11]([NH:15]C(=O)OC(C)(C)C)[CH:12]=[N:13][CH:14]=1. (9) Given the product [CH2:32]([O:31][C:29](=[O:30])[NH:18][CH2:17][CH:14]1[CH2:13][C:12]2[CH:11]=[CH:10][CH:9]=[C:8]([C:3]3[CH:4]=[CH:5][CH:6]=[CH:7][C:2]=3[CH3:1])[C:16]=2[O:15]1)[C:33]1[CH:38]=[CH:37][CH:36]=[CH:35][CH:34]=1, predict the reactants needed to synthesize it. The reactants are: [CH3:1][C:2]1[CH:7]=[CH:6][CH:5]=[CH:4][C:3]=1[C:8]1[C:16]2[O:15][CH:14]([CH2:17][NH2:18])[CH2:13][C:12]=2[CH:11]=[CH:10][CH:9]=1.C(N(C(C)C)CC)(C)C.Cl[C:29]([O:31][CH2:32][C:33]1[CH:38]=[CH:37][CH:36]=[CH:35][CH:34]=1)=[O:30].C1(C2C3OC(CNC(=O)OCC4C=CC=CC=4)CC=3C=CC=2)CCCC1. (10) Given the product [C:8]([Si:5]([O:4][C:3]1[C:12]([F:16])=[CH:13][CH:14]=[CH:15][C:2]=1[CH:18]1[CH2:23][CH2:22][CH2:21][CH2:20][CH2:19]1)([CH3:7])[CH3:6])([CH3:11])([CH3:10])[CH3:9], predict the reactants needed to synthesize it. The reactants are: Br[C:2]1[CH:15]=[CH:14][CH:13]=[C:12]([F:16])[C:3]=1[O:4][Si:5]([C:8]([CH3:11])([CH3:10])[CH3:9])([CH3:7])[CH3:6].[Br-].[CH:18]1([Zn+])[CH2:23][CH2:22][CH2:21][CH2:20][CH2:19]1.